This data is from Catalyst prediction with 721,799 reactions and 888 catalyst types from USPTO. The task is: Predict which catalyst facilitates the given reaction. (1) Reactant: Cl[C:2]1[N:3]=[CH:4][C:5]([C:8]2[N:9]=[C:10]([N:18]3[CH2:23][CH2:22][C@H:21]([NH:24][C:25]([C:27]4[NH:28][C:29]([CH3:34])=[C:30]([Cl:33])[C:31]=4[Cl:32])=[O:26])[C@H:20]([O:35][CH3:36])[CH2:19]3)[S:11][C:12]=2[C:13]([O:15][CH2:16][CH3:17])=[O:14])=[N:6][CH:7]=1.[N:37]12[CH2:44][CH2:43][N:40]([CH2:41][CH2:42]1)[CH2:39][CH:38]2[CH2:45][NH2:46].C(N(CC)C(C)C)(C)C.O. Product: [N:37]12[CH2:44][CH2:43][N:40]([CH2:41][CH2:42]1)[CH2:39][CH:38]2[CH2:45][NH:46][C:2]1[N:3]=[CH:4][C:5]([C:8]2[N:9]=[C:10]([N:18]3[CH2:23][CH2:22][C@@H:21]([NH:24][C:25]([C:27]4[NH:28][C:29]([CH3:34])=[C:30]([Cl:33])[C:31]=4[Cl:32])=[O:26])[C@@H:20]([O:35][CH3:36])[CH2:19]3)[S:11][C:12]=2[C:13]([O:15][CH2:16][CH3:17])=[O:14])=[N:6][CH:7]=1. The catalyst class is: 60. (2) Reactant: [F:1][C:2]1[CH:3]=[C:4]2[N:11]([S:12]([C:15]3[CH:21]=[CH:20][C:18]([CH3:19])=[CH:17][CH:16]=3)(=[O:14])=[O:13])[CH:10]=[CH:9][C:5]2=[N+:6]([O-])[CH:7]=1.[CH3:22][N:23](C)C(Cl)=O.C[Si](C#N)(C)C. Product: [F:1][C:2]1[CH:3]=[C:4]2[N:11]([S:12]([C:15]3[CH:21]=[CH:20][C:18]([CH3:19])=[CH:17][CH:16]=3)(=[O:14])=[O:13])[CH:10]=[CH:9][C:5]2=[N:6][C:7]=1[C:22]#[N:23]. The catalyst class is: 26. (3) Reactant: [CH2:1]([N:3]([CH2:29][CH3:30])[CH2:4][CH2:5][N:6]1[CH2:11][CH2:10][C:9]2[NH:12][C:13]([CH:16]=[C:17]3[C:25]4[C:20](=[CH:21][CH:22]=[C:23]([F:26])[CH:24]=4)[NH:19][C:18]3=[O:27])=[C:14]([CH3:15])[C:8]=2[C:7]1=[O:28])[CH3:2].C([O-])(=O)C.[Pb+2].C([O-])(=O)C.[OH-].[Na+]. Product: [CH2:29]([N:3]([CH2:1][CH3:2])[CH2:4][CH2:5][N:6]1[CH:11]=[CH:10][C:9]2[NH:12][C:13]([CH:16]=[C:17]3[C:25]4[C:20](=[CH:21][CH:22]=[C:23]([F:26])[CH:24]=4)[NH:19][C:18]3=[O:27])=[C:14]([CH3:15])[C:8]=2[C:7]1=[O:28])[CH3:30]. The catalyst class is: 15. (4) Reactant: Br[C:2]1[C:3]([C:25]2[CH:30]=[CH:29][N:28]=[CH:27][CH:26]=2)=[C:4]([C:17]2[CH:22]=[CH:21][C:20]([F:23])=[C:19]([F:24])[CH:18]=2)[N:5]([Si](C(C)C)(C(C)C)C(C)C)[CH:6]=1.[CH3:31][C:32]1[CH:33]=[C:34]([C@H:39]2[CH2:47][N:46]3[C@H:41]([CH2:42][C:43](=O)[CH2:44][CH2:45]3)[CH2:40]2)[CH:35]=[CH:36][C:37]=1[CH3:38].C(OCC)(=O)C.CO. Product: [F:24][C:19]1[CH:18]=[C:17]([C:4]2[NH:5][CH:6]=[C:2]([C:43]3[CH2:44][CH2:45][N:46]4[C@H:41]([CH:42]=3)[CH2:40][C@@H:39]([C:34]3[CH:35]=[CH:36][C:37]([CH3:38])=[C:32]([CH3:31])[CH:33]=3)[CH2:47]4)[C:3]=2[C:25]2[CH:30]=[CH:29][N:28]=[CH:27][CH:26]=2)[CH:22]=[CH:21][C:20]=1[F:23]. The catalyst class is: 4. (5) Reactant: [CH3:1][O:2][C:3]1[CH:8]=[CH:7][C:6]([C:9]([F:12])([F:11])[F:10])=[CH:5][C:4]=1[C:13](=O)[CH2:14][C:15]([O:17]CC)=O.FC(F)(F)C([O-])=O.[CH2:28]([O:30][C:31]([C:33]1[CH:38]=[CH:37][C:36]([C@@H:39]([NH2+:41][NH2:42])[CH3:40])=[CH:35][CH:34]=1)=[O:32])[CH3:29]. Product: [CH3:1][O:2][C:3]1[CH:8]=[CH:7][C:6]([C:9]([F:10])([F:11])[F:12])=[CH:5][C:4]=1[C:13]1[CH2:14][C:15](=[O:17])[N:41]([C@H:39]([C:36]2[CH:37]=[CH:38][C:33]([C:31]([O:30][CH2:28][CH3:29])=[O:32])=[CH:34][CH:35]=2)[CH3:40])[N:42]=1. The catalyst class is: 10. (6) Product: [CH2:1]([O:3][C:4](=[O:32])[CH2:5][CH2:6][CH2:7][CH2:8][CH2:9][CH2:10][N:11]([C:12]1[CH:17]=[C:16]([C:37]2[CH:38]=[CH:39][C:34]([F:33])=[CH:35][CH:36]=2)[CH:15]=[CH:14][N:13]=1)[C:26]1[CH:31]=[CH:30][CH:29]=[CH:28][N:27]=1)[CH3:2]. Reactant: [CH2:1]([O:3][C:4](=[O:32])[CH2:5][CH2:6][CH2:7][CH2:8][CH2:9][CH2:10][N:11]([C:26]1[CH:31]=[CH:30][CH:29]=[CH:28][N:27]=1)[C:12]1[CH:17]=[C:16](OS(C(F)(F)F)(=O)=O)[CH:15]=[CH:14][N:13]=1)[CH3:2].[F:33][C:34]1[CH:39]=[CH:38][C:37](B(O)O)=[CH:36][CH:35]=1.C(=O)([O-])[O-].[K+].[K+].O. The catalyst class is: 109.